From a dataset of Full USPTO retrosynthesis dataset with 1.9M reactions from patents (1976-2016). Predict the reactants needed to synthesize the given product. Given the product [CH3:23][OH:22].[CH:23]([O:22][CH:11]([CH3:12])[CH3:18])([CH3:28])[CH3:24], predict the reactants needed to synthesize it. The reactants are: BrC1C=CC(N2[C:12](C[N+](C)(C)C)=[C:11]([CH3:18])N=C2)=C(C#N)C=1.[I-].[O:22]=[C:23]1[CH:28]=CN(CC(NN)=O)C=[CH:24]1.